This data is from Full USPTO retrosynthesis dataset with 1.9M reactions from patents (1976-2016). The task is: Predict the reactants needed to synthesize the given product. Given the product [NH2:8][CH:9]1[CH2:14][CH2:13][CH2:12][CH2:11][CH:10]1[C:15]([O:17][CH2:18][CH2:19][Si:20]([CH3:23])([CH3:22])[CH3:21])=[O:16], predict the reactants needed to synthesize it. The reactants are: C(OC([NH:8][CH:9]1[CH2:14][CH2:13][CH2:12][CH2:11][CH:10]1[C:15]([O:17][CH2:18][CH2:19][Si:20]([CH3:23])([CH3:22])[CH3:21])=[O:16])=O)(C)(C)C.Cl.C(OCC)(=O)C.